The task is: Predict the reactants needed to synthesize the given product.. This data is from Full USPTO retrosynthesis dataset with 1.9M reactions from patents (1976-2016). (1) Given the product [CH3:1][C:2]1[CH:28]=[CH:27][C:5]2[NH:6][C:7]3[C:8]([C:9](=[O:10])[C:4]=2[CH:3]=1)=[CH:12][C:13]1[NH:19][C:20]2[CH:25]=[CH:24][C:23]([CH3:26])=[CH:22][C:21]=2[C:16](=[O:18])[C:14]=1[CH:15]=3, predict the reactants needed to synthesize it. The reactants are: [CH3:1][C:2]1[CH:28]=[CH:27][C:5]([NH:6][C:7]2[CH:15]=[C:14]([C:16]([OH:18])=O)[C:13]([NH:19][C:20]3[CH:25]=[CH:24][C:23]([CH3:26])=[CH:22][CH:21]=3)=[CH:12][C:8]=2[C:9](O)=[O:10])=[CH:4][CH:3]=1.P(=O)(O)(O)O.CO. (2) The reactants are: [CH3:1][O:2][C:3]([C@@H:5]1[C@@H:10]([C:11]([OH:13])=O)[CH2:9][CH2:8][N:7]([C:14]([O:16][CH2:17][C:18]2[CH:23]=[CH:22][CH:21]=[CH:20][CH:19]=2)=[O:15])[CH2:6]1)=[O:4].CN(C)C=O.Cl.Cl.[CH3:31][C:32]1[CH:33]=[C:34]([CH:37]=[CH:38][C:39]=1[N:40]1[CH2:45][CH2:44][NH:43][CH2:42][CH2:41]1)[C:35]#[N:36].F[P-](F)(F)(F)(F)F.N1(O[P+](N2CCCC2)(N2CCCC2)N2CCCC2)C2C=CC=CC=2N=N1.C(N(CC)C(C)C)(C)C. Given the product [C:35]([C:34]1[CH:37]=[CH:38][C:39]([N:40]2[CH2:45][CH2:44][N:43]([C:11]([C@H:10]3[CH2:9][CH2:8][N:7]([C:14]([O:16][CH2:17][C:18]4[CH:23]=[CH:22][CH:21]=[CH:20][CH:19]=4)=[O:15])[CH2:6][C@@H:5]3[C:3]([O:2][CH3:1])=[O:4])=[O:13])[CH2:42][CH2:41]2)=[C:32]([CH3:31])[CH:33]=1)#[N:36], predict the reactants needed to synthesize it. (3) Given the product [CH2:1]([C:9]1[C:17]2[S:18][C:19]([Sn:35]([CH3:37])([CH3:36])[CH3:34])=[CH:20][C:16]=2[C:15]([CH2:21][CH2:22][CH2:23][CH2:24][CH2:25][CH2:26][CH2:27][CH3:28])=[C:11]2[S:12][C:13]([Sn:35]([CH3:37])([CH3:36])[CH3:34])=[CH:14][C:10]=12)[CH2:2][CH2:3][CH2:4][CH2:5][CH2:6][CH2:7][CH3:8], predict the reactants needed to synthesize it. The reactants are: [CH2:1]([C:9]1[C:17]2[S:18][CH:19]=[CH:20][C:16]=2[C:15]([CH2:21][CH2:22][CH2:23][CH2:24][CH2:25][CH2:26][CH2:27][CH3:28])=[C:11]2[S:12][CH:13]=[CH:14][C:10]=12)[CH2:2][CH2:3][CH2:4][CH2:5][CH2:6][CH2:7][CH3:8].C([Li])CCC.[CH3:34][Sn:35](Cl)([CH3:37])[CH3:36].O. (4) The reactants are: O[CH:2]1[C:6]2([CH2:9][N:8](C(OCC3C=CC=CC=3)=O)[CH2:7]2)[CH2:5][O:4][CH2:3]1.[H][H].C[OH:23]. Given the product [CH2:9]1[C:6]2([CH2:2][CH2:3][O:4][CH2:5]2)[CH:7]([OH:23])[NH:8]1, predict the reactants needed to synthesize it. (5) Given the product [CH2:32]([O:34][C:35]([C:37]1([C:40]2[CH:45]=[CH:44][C:43]([C:2]3[CH:7]=[CH:6][C:5]([C:8]4[O:12][N:11]=[C:10]([CH3:13])[C:9]=4[CH:14]([O:24][Si:25]([C:28]([CH3:31])([CH3:29])[CH3:30])([CH3:27])[CH3:26])[CH2:15][CH2:16][CH2:17][C:18]4[CH:19]=[CH:20][CH:21]=[CH:22][CH:23]=4)=[CH:4][CH:3]=3)=[CH:42][CH:41]=2)[CH2:38][CH2:39]1)=[O:36])[CH3:33], predict the reactants needed to synthesize it. The reactants are: Br[C:2]1[CH:7]=[CH:6][C:5]([C:8]2[O:12][N:11]=[C:10]([CH3:13])[C:9]=2[CH:14]([O:24][Si:25]([C:28]([CH3:31])([CH3:30])[CH3:29])([CH3:27])[CH3:26])[CH2:15][CH2:16][CH2:17][C:18]2[CH:23]=[CH:22][CH:21]=[CH:20][CH:19]=2)=[CH:4][CH:3]=1.[CH2:32]([O:34][C:35]([C:37]1([C:40]2[CH:45]=[CH:44][C:43](B3OC(C)(C)C(C)(C)O3)=[CH:42][CH:41]=2)[CH2:39][CH2:38]1)=[O:36])[CH3:33]. (6) The reactants are: C[O:2][C:3](=[O:22])[CH2:4][CH2:5][C:6]1[CH:11]=[CH:10][C:9]([O:12][CH2:13][CH2:14][O:15][CH:16]2[CH2:21][CH2:20][CH2:19][CH2:18][O:17]2)=[CH:8][CH:7]=1.[OH-].[Na+]. Given the product [O:17]1[CH2:18][CH2:19][CH2:20][CH2:21][CH:16]1[O:15][CH2:14][CH2:13][O:12][C:9]1[CH:8]=[CH:7][C:6]([CH2:5][CH2:4][C:3]([OH:22])=[O:2])=[CH:11][CH:10]=1, predict the reactants needed to synthesize it.